Dataset: Catalyst prediction with 721,799 reactions and 888 catalyst types from USPTO. Task: Predict which catalyst facilitates the given reaction. Reactant: [H-].[Na+].[C:3]1([OH:9])[CH:8]=[CH:7][CH:6]=[CH:5][CH:4]=1.[H][H].[CH2:12]([C:16]1[N:17]([CH2:28][CH2:29][O:30][C:31]2[CH:36]=[CH:35][CH:34]=[CH:33][CH:32]=2)[C:18]2[C:23]([CH3:24])=[C:22]([CH3:25])[N:21]=[C:20](Cl)[C:19]=2[N:27]=1)[CH2:13][CH2:14][CH3:15]. Product: [CH2:12]([C:16]1[N:17]([CH2:28][CH2:29][O:30][C:31]2[CH:32]=[CH:33][CH:34]=[CH:35][CH:36]=2)[C:18]2[C:23]([CH3:24])=[C:22]([CH3:25])[N:21]=[C:20]([O:9][C:3]3[CH:8]=[CH:7][CH:6]=[CH:5][CH:4]=3)[C:19]=2[N:27]=1)[CH2:13][CH2:14][CH3:15]. The catalyst class is: 270.